Task: Predict the reaction yield, written as a fraction of the theoretical maximum amount of product (1.0 means a 100% yield; for example, 0.34 means a 34% yield).. Dataset: Reaction yield outcomes from USPTO patents with 853,638 reactions (1) The reactants are [CH2:1]([CH:5]1[CH2:10][CH2:9][NH:8][CH2:7][CH2:6]1)[CH2:2][CH2:3][CH3:4].Br[CH2:12][CH2:13][CH2:14][C:15]#[N:16].C(=O)([O-])[O-].[K+].[K+].O. The catalyst is C(#N)C.CCCCCCC.CCOC(C)=O. The product is [CH2:1]([CH:5]1[CH2:10][CH2:9][N:8]([CH2:12][CH2:13][CH2:14][C:15]#[N:16])[CH2:7][CH2:6]1)[CH2:2][CH2:3][CH3:4]. The yield is 0.870. (2) The reactants are [CH2:1]([O:8][C:9]1[C:19](=[O:20])[N:18]2[C:12]([CH2:13][S:14][CH2:15][CH2:16][CH2:17]2)=[N:11][C:10]=1[C:21]([O:23][CH2:24][CH3:25])=[O:22])[C:2]1[CH:7]=[CH:6][CH:5]=[CH:4][CH:3]=1.IC.[Li+].[CH3:29][Si]([N-][Si](C)(C)C)(C)C. The catalyst is C1COCC1. The product is [CH2:1]([O:8][C:9]1[C:19](=[O:20])[N:18]2[C:12]([CH:13]([CH3:29])[S:14][CH2:15][CH2:16][CH2:17]2)=[N:11][C:10]=1[C:21]([O:23][CH2:24][CH3:25])=[O:22])[C:2]1[CH:3]=[CH:4][CH:5]=[CH:6][CH:7]=1. The yield is 0.110.